From a dataset of NCI-60 drug combinations with 297,098 pairs across 59 cell lines. Regression. Given two drug SMILES strings and cell line genomic features, predict the synergy score measuring deviation from expected non-interaction effect. (1) Drug 1: C1CN(CCN1C(=O)CCBr)C(=O)CCBr. Drug 2: B(C(CC(C)C)NC(=O)C(CC1=CC=CC=C1)NC(=O)C2=NC=CN=C2)(O)O. Cell line: SF-268. Synergy scores: CSS=37.3, Synergy_ZIP=-3.95, Synergy_Bliss=-1.46, Synergy_Loewe=-32.8, Synergy_HSA=-4.26. (2) Drug 1: CS(=O)(=O)C1=CC(=C(C=C1)C(=O)NC2=CC(=C(C=C2)Cl)C3=CC=CC=N3)Cl. Drug 2: CCC(=C(C1=CC=CC=C1)C2=CC=C(C=C2)OCCN(C)C)C3=CC=CC=C3.C(C(=O)O)C(CC(=O)O)(C(=O)O)O. Cell line: SR. Synergy scores: CSS=22.4, Synergy_ZIP=-7.87, Synergy_Bliss=4.22, Synergy_Loewe=5.85, Synergy_HSA=5.47. (3) Drug 1: C1=CC(=CC=C1CC(C(=O)O)N)N(CCCl)CCCl.Cl. Drug 2: C(CC(=O)O)C(=O)CN.Cl. Cell line: NCI-H522. Synergy scores: CSS=14.1, Synergy_ZIP=3.64, Synergy_Bliss=0.803, Synergy_Loewe=-0.563, Synergy_HSA=2.04. (4) Drug 1: C1CCC(C1)C(CC#N)N2C=C(C=N2)C3=C4C=CNC4=NC=N3. Drug 2: C(CCl)NC(=O)N(CCCl)N=O. Cell line: NCI-H322M. Synergy scores: CSS=-5.06, Synergy_ZIP=2.90, Synergy_Bliss=-2.68, Synergy_Loewe=-9.43, Synergy_HSA=-8.74. (5) Drug 1: C1CCC(C1)C(CC#N)N2C=C(C=N2)C3=C4C=CNC4=NC=N3. Drug 2: CC(C)(C#N)C1=CC(=CC(=C1)CN2C=NC=N2)C(C)(C)C#N. Cell line: RXF 393. Synergy scores: CSS=7.35, Synergy_ZIP=-2.66, Synergy_Bliss=0.305, Synergy_Loewe=0.280, Synergy_HSA=0.488. (6) Drug 1: C1=CC(=CC=C1C#N)C(C2=CC=C(C=C2)C#N)N3C=NC=N3. Drug 2: C1=NC2=C(N=C(N=C2N1C3C(C(C(O3)CO)O)F)Cl)N. Cell line: NCI/ADR-RES. Synergy scores: CSS=14.1, Synergy_ZIP=1.53, Synergy_Bliss=1.13, Synergy_Loewe=-30.5, Synergy_HSA=-1.50. (7) Cell line: NCIH23. Drug 1: CCN(CC)CCNC(=O)C1=C(NC(=C1C)C=C2C3=C(C=CC(=C3)F)NC2=O)C. Drug 2: C1CCC(C(C1)N)N.C(=O)(C(=O)[O-])[O-].[Pt+4]. Synergy scores: CSS=8.50, Synergy_ZIP=-1.15, Synergy_Bliss=2.69, Synergy_Loewe=0.112, Synergy_HSA=-1.46.